Dataset: Peptide-MHC class I binding affinity with 185,985 pairs from IEDB/IMGT. Task: Regression. Given a peptide amino acid sequence and an MHC pseudo amino acid sequence, predict their binding affinity value. This is MHC class I binding data. (1) The peptide sequence is KTMVAFIRK. The MHC is HLA-A01:01 with pseudo-sequence HLA-A01:01. The binding affinity (normalized) is 0.0847. (2) The peptide sequence is KTTARHLGH. The MHC is HLA-B18:01 with pseudo-sequence HLA-B18:01. The binding affinity (normalized) is 0.0847. (3) The peptide sequence is KLRQGNTLV. The MHC is HLA-A11:01 with pseudo-sequence HLA-A11:01. The binding affinity (normalized) is 0.0847.